Predict the reaction yield, written as a fraction of the theoretical maximum amount of product (1.0 means a 100% yield; for example, 0.34 means a 34% yield). From a dataset of Reaction yield outcomes from USPTO patents with 853,638 reactions. (1) The reactants are [H-].[Na+].C(S)C.C[O:7][C:8]1[CH:9]=[CH:10][C:11]2[N:17]=[CH:16][CH:15]=[C:14]([C@@H:18]([OH:29])[C@H:19]3[N:24]4[CH2:25][C@H:26]([CH:27]=[CH2:28])[C@@H:21]([CH2:22][CH2:23]4)[CH2:20]3)[C:12]=2[CH:13]=1.Cl. The catalyst is CCCCCC.CN(C=O)C. The product is [CH2:28]=[CH:27][C@@H:26]1[CH:21]2[CH2:20][C@@H:19]([C@H:18]([OH:29])[C:14]3[CH:15]=[CH:16][N:17]=[C:11]4[C:12]=3[CH:13]=[C:8]([OH:7])[CH:9]=[CH:10]4)[N:24]([CH2:23][CH2:22]2)[CH2:25]1. The yield is 0.930. (2) The reactants are [CH2:1]([O:8][C:9]([NH:11][C@@H:12]([CH2:23][C:24]1[C:32]2[C:27](=[CH:28][CH:29]=[CH:30][CH:31]=2)[NH:26][CH:25]=1)[C:13]([O:15][CH2:16][C:17]1[CH:22]=[CH:21][CH:20]=[CH:19][CH:18]=1)=[O:14])=[O:10])[C:2]1[CH:7]=[CH:6][CH:5]=[CH:4][CH:3]=1.C([O-])([O-])=O.[Na+].[Na+].C(Cl)Cl. The catalyst is C(O)(C(F)(F)F)=O. The product is [N:11]1([C:9]([O:8][CH2:1][C:2]2[CH:7]=[CH:6][CH:5]=[CH:4][CH:3]=2)=[O:10])[C@H:25]2[NH:26][C:27]3[C:32]([C@H:24]2[CH2:23][C@H:12]1[C:13]([O:15][CH2:16][C:17]1[CH:18]=[CH:19][CH:20]=[CH:21][CH:22]=1)=[O:14])=[CH:31][CH:30]=[CH:29][CH:28]=3. The yield is 0.880. (3) The reactants are [CH3:1][C:2]1[CH:7]=[CH:6][C:5]([S:8]([O:11][CH2:12][CH:13]2[CH2:17][C:16]3[CH:18]=[C:19]([F:23])[CH:20]=[C:21](Br)[C:15]=3[O:14]2)(=[O:10])=[O:9])=[CH:4][CH:3]=1.[F:24][C:25]1[CH:30]=[CH:29][CH:28]=[CH:27][C:26]=1B(O)O.C(=O)([O-])[O-].[K+].[K+].CC1C=CC(S(OCC2CC3C(C4C=CC=CC=4)=CC=CC=3O2)(=O)=O)=CC=1. The catalyst is CC1C=CC=CC=1[P](C1C=CC=CC=1C)([Pd](Cl)(Cl)[P](C1=C(C)C=CC=C1)(C1C=CC=CC=1C)C1C=CC=CC=1C)C1C=CC=CC=1C. The product is [CH3:1][C:2]1[CH:7]=[CH:6][C:5]([S:8]([O:11][CH2:12][CH:13]2[CH2:17][C:16]3[CH:18]=[C:19]([F:23])[CH:20]=[C:21]([C:26]4[CH:27]=[CH:28][CH:29]=[CH:30][C:25]=4[F:24])[C:15]=3[O:14]2)(=[O:10])=[O:9])=[CH:4][CH:3]=1. The yield is 0.940. (4) The reactants are [CH3:1][C:2]1([CH3:18])[C:6]([CH3:8])([CH3:7])[O:5][B:4]([C:9]2[CH:10]=[C:11]3[CH:17]=[CH:16][NH:15][C:12]3=[N:13][CH:14]=2)[O:3]1.[H-].[Na+].Cl[Si:22]([CH:29]([CH3:31])[CH3:30])([CH:26]([CH3:28])[CH3:27])[CH:23]([CH3:25])[CH3:24].[Cl-].[Na+]. The catalyst is O1CCCC1. The product is [CH3:8][C:6]1([CH3:7])[C:2]([CH3:18])([CH3:1])[O:3][B:4]([C:9]2[CH:10]=[C:11]3[CH:17]=[CH:16][N:15]([Si:22]([CH:29]([CH3:31])[CH3:30])([CH:26]([CH3:28])[CH3:27])[CH:23]([CH3:25])[CH3:24])[C:12]3=[N:13][CH:14]=2)[O:5]1. The yield is 0.920. (5) The reactants are [C:1]([NH:4][C:5]([CH:26]1[CH2:31][CH2:30][NH:29][CH2:28][CH2:27]1)([CH2:13][CH2:14][CH2:15][CH2:16][B:17]1[O:21][C:20]([CH3:23])([CH3:22])[C:19]([CH3:25])([CH3:24])[O:18]1)[C:6]([NH:8][C:9]([CH3:12])([CH3:11])[CH3:10])=[O:7])(=[O:3])[CH3:2].[CH:32](=O)[C:33]1[CH:38]=[CH:37][CH:36]=[CH:35][CH:34]=1.C(O[BH-](OC(=O)C)OC(=O)C)(=O)C.[Na+]. The catalyst is ClCCCl. The product is [C:1]([NH:4][C:5]([CH:26]1[CH2:31][CH2:30][N:29]([CH2:32][C:33]2[CH:38]=[CH:37][CH:36]=[CH:35][CH:34]=2)[CH2:28][CH2:27]1)([CH2:13][CH2:14][CH2:15][CH2:16][B:17]1[O:18][C:19]([CH3:25])([CH3:24])[C:20]([CH3:22])([CH3:23])[O:21]1)[C:6]([NH:8][C:9]([CH3:12])([CH3:10])[CH3:11])=[O:7])(=[O:3])[CH3:2]. The yield is 0.930. (6) The reactants are C(OC([NH:11][C@@H:12]1[C:15](=[O:16])[NH:14][C@@H:13]1[CH2:17][N:18]1[CH:22]=[CH:21][N:20]([C:23]([O:25][C:26]([CH3:29])([CH3:28])[CH3:27])=[O:24])[C:19]1=[O:30])=O)C1C=CC=CC=1. The catalyst is [Pd]. The product is [NH2:11][C@@H:12]1[C:15](=[O:16])[NH:14][C@@H:13]1[CH2:17][N:18]1[CH:22]=[CH:21][N:20]([C:23]([O:25][C:26]([CH3:28])([CH3:27])[CH3:29])=[O:24])[C:19]1=[O:30]. The yield is 0.250.